From a dataset of Catalyst prediction with 721,799 reactions and 888 catalyst types from USPTO. Predict which catalyst facilitates the given reaction. (1) Reactant: [Si:1]([O:8][CH2:9][C:10]1[CH:14]=[C:13]([C@H:15]2[C@H:19]3[O:20][C:21]([CH3:24])([CH3:23])[O:22][C@H:18]3[C@H:17]([N:25]3[C:29]4[N:30]=[CH:31][N:32]=[C:33]([CH3:34])[C:28]=4[CH:27]=[CH:26]3)[O:16]2)[NH:12][N:11]=1)([C:4]([CH3:7])([CH3:6])[CH3:5])([CH3:3])[CH3:2].[O:35]1[CH:40]=[CH:39][CH2:38][CH2:37][CH2:36]1.[O-]S([O-])(=O)=O.[Na+].[Na+].CC1C=CC(S(O)(=O)=O)=CC=1. Product: [Si:1]([O:8][CH2:9][C:10]1[CH:14]=[C:13]([C@H:15]2[C@H:19]3[O:20][C:21]([CH3:23])([CH3:24])[O:22][C@H:18]3[C@H:17]([N:25]3[C:29]4[N:30]=[CH:31][N:32]=[C:33]([CH3:34])[C:28]=4[CH:27]=[CH:26]3)[O:16]2)[N:12]([CH:36]2[CH2:37][CH2:38][CH2:39][CH2:40][O:35]2)[N:11]=1)([C:4]([CH3:7])([CH3:6])[CH3:5])([CH3:3])[CH3:2]. The catalyst class is: 2. (2) Reactant: COC(C)(C)C.[CH2:7]([O:9][C:10](=[O:23])[CH2:11][N:12]([CH2:20][C:21]#[CH:22])[C:13]([O:15][C:16]([CH3:19])([CH3:18])[CH3:17])=[O:14])[CH3:8].P([O-])([O-])([O-])=O.[K+].[K+].[K+].O. Product: [C:16]([O:15][C:13]([N:12]([CH2:20][C:21]#[CH:22])[CH2:11][C:10]([OH:23])=[O:9])=[O:14])([CH3:19])([CH3:18])[CH3:17].[CH2:7]([O:9][C:10](=[O:23])[CH2:11][N:12]([CH2:20][C:21]#[CH:22])[C:13]([O:15][C:16]([CH3:18])([CH3:19])[CH3:17])=[O:14])[CH3:8]. The catalyst class is: 10. (3) Reactant: [CH:1]1([CH2:4][N:5]([CH2:24][CH2:25][CH3:26])[C:6]2[N:11]=[CH:10][N:9]=[C:8]([C:12]([NH:14][C:15]3[CH:20]=[CH:19][C:18](C=O)=[CH:17][C:16]=3[CH3:23])=[O:13])[CH:7]=2)[CH2:3][CH2:2]1.Cl.[CH3:28][NH:29][CH2:30][C:31]([O:33][C:34]([CH3:37])([CH3:36])[CH3:35])=[O:32].[C:38](=O)([O-])[O-].C(O[BH-](OC(=O)C)OC(=O)C)(=O)C. Product: [CH:1]1([CH2:4][N:5]([CH2:24][CH2:25][CH3:26])[C:6]2[N:11]=[CH:10][N:9]=[C:8]([C:12]([NH:14][C:15]3[CH:20]=[CH:19][C:18]([CH2:28][N:29]([CH3:38])[CH2:30][C:31]([O:33][C:34]([CH3:37])([CH3:36])[CH3:35])=[O:32])=[CH:17][C:16]=3[CH3:23])=[O:13])[CH:7]=2)[CH2:3][CH2:2]1. The catalyst class is: 2. (4) Reactant: [Cl:1][C:2]1[CH:48]=[CH:47][C:5]2[NH:6][C:7]([NH:9][C:10]3[CH:45]=[CH:44][C:13]([O:14][C:15]4[CH:20]=[CH:19][N:18]=[C:17]5[CH:21]=[C:22]([C:24]6[N:29]=[CH:28][C:27]([CH2:30][N:31]7[CH2:36][CH2:35][N:34](C(OC(C)(C)C)=O)[CH2:33][CH2:32]7)=[CH:26][CH:25]=6)[S:23][C:16]=45)=[C:12]([F:46])[CH:11]=3)=[N:8][C:4]=2[CH:3]=1.Cl.O1CCOCC1. Product: [Cl:1][C:2]1[CH:48]=[CH:47][C:5]2[NH:6][C:7]([NH:9][C:10]3[CH:45]=[CH:44][C:13]([O:14][C:15]4[CH:20]=[CH:19][N:18]=[C:17]5[CH:21]=[C:22]([C:24]6[CH:25]=[CH:26][C:27]([CH2:30][N:31]7[CH2:36][CH2:35][NH:34][CH2:33][CH2:32]7)=[CH:28][N:29]=6)[S:23][C:16]=45)=[C:12]([F:46])[CH:11]=3)=[N:8][C:4]=2[CH:3]=1. The catalyst class is: 2. (5) Reactant: [CH3:1][C:2]1[C:10]2[CH2:9][O:8][C:7](=[O:11])[C:6]=2[CH:5]=[CH:4][C:3]=1[C@@H:12]1[CH2:14][O:13]1.[CH3:15][N:16]([CH2:24][CH:25]1[CH2:30][CH2:29][NH:28][CH2:27][CH2:26]1)[C:17](=[O:23])[O:18][C:19]([CH3:22])([CH3:21])[CH3:20]. Product: [OH:13][C@H:12]([C:3]1[CH:4]=[CH:5][C:6]2[C:7](=[O:11])[O:8][CH2:9][C:10]=2[C:2]=1[CH3:1])[CH2:14][N:28]1[CH2:29][CH2:30][CH:25]([CH2:24][N:16]([CH3:15])[C:17](=[O:23])[O:18][C:19]([CH3:20])([CH3:21])[CH3:22])[CH2:26][CH2:27]1. The catalyst class is: 8. (6) Reactant: CO.[CH3:3][C:4]([S:37]([CH3:40])(=[O:39])=[O:38])([CH2:15][CH2:16][N:17]1[CH:22]=[CH:21][C:20]([C:23]2[CH:28]=[CH:27][C:26]([O:29][C:30]3[CH:35]=[CH:34][CH:33]=[CH:32][N:31]=3)=[CH:25][CH:24]=2)=[CH:19][C:18]1=[O:36])[C:5]([NH:7][O:8]C1CCCCO1)=[O:6]. Product: [OH:8][NH:7][C:5](=[O:6])[C:4]([CH3:3])([S:37]([CH3:40])(=[O:39])=[O:38])[CH2:15][CH2:16][N:17]1[CH:22]=[CH:21][C:20]([C:23]2[CH:24]=[CH:25][C:26]([O:29][C:30]3[CH:35]=[CH:34][CH:33]=[CH:32][N:31]=3)=[CH:27][CH:28]=2)=[CH:19][C:18]1=[O:36]. The catalyst class is: 89.